The task is: Predict which catalyst facilitates the given reaction.. This data is from Catalyst prediction with 721,799 reactions and 888 catalyst types from USPTO. (1) Reactant: Br[CH:2]([C:11]1[CH:16]=[CH:15][C:14]([Cl:17])=[CH:13][CH:12]=1)[C:3]1[CH:4]=[C:5]([CH:8]=[CH:9][CH:10]=1)[C:6]#[N:7].[NH:18]1[CH2:21][CH:20]([C:22]([C:28]2[CH:33]=[C:32]([F:34])[CH:31]=[C:30]([F:35])[CH:29]=2)([OH:27])[C:23]([CH3:26])([CH3:25])[CH3:24])[CH2:19]1.C(N(CC)C(C)C)(C)C. Product: [Cl:17][C:14]1[CH:15]=[CH:16][C:11]([CH:2]([N:18]2[CH2:21][CH:20]([C:22]([C:28]3[CH:29]=[C:30]([F:35])[CH:31]=[C:32]([F:34])[CH:33]=3)([OH:27])[C:23]([CH3:24])([CH3:25])[CH3:26])[CH2:19]2)[C:3]2[CH:4]=[C:5]([CH:8]=[CH:9][CH:10]=2)[C:6]#[N:7])=[CH:12][CH:13]=1. The catalyst class is: 10. (2) Reactant: [C:1]([O:5][C:6]([N:8]1[CH2:13][CH2:12][CH:11]([CH2:14]O)[CH2:10][CH2:9]1)=[O:7])([CH3:4])([CH3:3])[CH3:2].C(N(C(C)C)CC)(C)C.FC(F)(F)S(O)(=O)=O.[NH:33]1[CH:37]=[N:36][CH:35]=[N:34]1.C(=O)([O-])O.[Na+]. Product: [C:1]([O:5][C:6]([N:8]1[CH2:13][CH2:12][CH:11]([CH2:14][N:33]2[CH:37]=[N:36][CH:35]=[N:34]2)[CH2:10][CH2:9]1)=[O:7])([CH3:4])([CH3:3])[CH3:2]. The catalyst class is: 410. (3) Reactant: [CH2:1]([NH:8][OH:9])[C:2]1[CH:7]=[CH:6][CH:5]=[CH:4][CH:3]=1.[CH3:10][C:11]([O-:13])=O.[Na+].C=O.C(O)/[CH:18]=[CH:19]/[CH2:20][OH:21]. Product: [CH2:1]([N:8]1[CH2:18][C@@H:19]([CH2:20][OH:21])[C@H:10]([CH2:11][OH:13])[O:9]1)[C:2]1[CH:7]=[CH:6][CH:5]=[CH:4][CH:3]=1. The catalyst class is: 14. (4) Reactant: Br[CH2:2][C:3]1[N:8]([CH2:9][CH2:10][C:11]2[CH:23]=[CH:22][C:14]([C:15]([O:17]C(C)(C)C)=[O:16])=[CH:13][CH:12]=2)[C:7](=[O:24])[C:6]([Cl:25])=[CH:5][C:4]=1[Cl:26].[CH3:27][NH:28][C:29]1[CH:34]=[CH:33][CH:32]=[C:31]([O:35][C:36]([F:39])([F:38])[F:37])[CH:30]=1.C(OCC)(=O)C.O. Product: [Cl:25][C:6]1[C:7](=[O:24])[N:8]([CH2:9][CH2:10][C:11]2[CH:12]=[CH:13][C:14]([C:15]([OH:17])=[O:16])=[CH:22][CH:23]=2)[C:3]([CH2:2][N:28]([CH3:27])[C:29]2[CH:34]=[CH:33][CH:32]=[C:31]([O:35][C:36]([F:37])([F:38])[F:39])[CH:30]=2)=[C:4]([Cl:26])[CH:5]=1. The catalyst class is: 37. (5) Reactant: C(=O)([O-])[O-].[K+].[K+].[OH:7][N:8]1[C:12](=[O:13])[C:11]2=[CH:14][CH:15]=[CH:16][CH:17]=[C:10]2[C:9]1=[O:18].[CH:19]1(Br)[CH2:23][CH2:22][CH2:21][CH2:20]1.O. Product: [CH:19]1([O:7][N:8]2[C:9](=[O:18])[C:10]3[C:11](=[CH:14][CH:15]=[CH:16][CH:17]=3)[C:12]2=[O:13])[CH2:23][CH2:22][CH2:21][CH2:20]1. The catalyst class is: 16. (6) Reactant: [NH2:1][C:2]1[S:3][C:4]([C:10]([CH3:13])([CH3:12])[CH3:11])=[CH:5][C:6]=1[C:7]([NH2:9])=[O:8].[C:14]1([CH3:23])[CH:19]=[CH:18][C:17]([N:20]=[C:21]=[O:22])=[CH:16][CH:15]=1. Product: [C:7]([C:6]1[CH:5]=[C:4]([C:10]([CH3:13])([CH3:12])[CH3:11])[S:3][C:2]=1[NH:1][C:21]([NH:20][C:17]1[CH:18]=[CH:19][C:14]([CH3:23])=[CH:15][CH:16]=1)=[O:22])(=[O:8])[NH2:9]. The catalyst class is: 11. (7) Reactant: Cl[C:2]1[C:7]([NH:8][C:9]2[C:18]3[C:13](=[CH:14][C:15]([F:20])=[CH:16][C:17]=3[F:19])[N:12]=[C:11]([C:21]3[CH:26]=[CH:25][CH:24]=[CH:23][N:22]=3)[C:10]=2[CH3:27])=[CH:6][C:5]([N:28]2[CH2:33][CH2:32][O:31][CH2:30][CH2:29]2)=[CH:4][N:3]=1.[F:34][CH:35]([F:52])[O:36][C:37]1[CH:38]=[C:39](B2OC(C)(C)C(C)(C)O2)[CH:40]=[CH:41][CH:42]=1.C1(P(C2CCCCC2)C2CCCCC2)CCCCC1.[O-]P([O-])([O-])=O.[K+].[K+].[K+]. Product: [F:34][CH:35]([F:52])[O:36][C:37]1[CH:42]=[C:41]([C:2]2[C:7]([NH:8][C:9]3[C:18]4[C:13](=[CH:14][C:15]([F:20])=[CH:16][C:17]=4[F:19])[N:12]=[C:11]([C:21]4[CH:26]=[CH:25][CH:24]=[CH:23][N:22]=4)[C:10]=3[CH3:27])=[CH:6][C:5]([N:28]3[CH2:33][CH2:32][O:31][CH2:30][CH2:29]3)=[CH:4][N:3]=2)[CH:40]=[CH:39][CH:38]=1. The catalyst class is: 552. (8) Reactant: [NH2:1][CH2:2][CH2:3][CH2:4][CH2:5][N:6]1[CH2:11][CH2:10][CH:9]([C:12]2[CH:13]=[C:14]([NH:18][C:19](=[O:23])[CH:20]([CH3:22])[CH3:21])[CH:15]=[CH:16][CH:17]=2)[CH2:8][CH2:7]1.[Cl:24][C:25]1[CH:30]=[CH:29][CH:28]=[CH:27][C:26]=1[C:31]1[C:35]([C:36](Cl)=[O:37])=[C:34]([CH3:39])[O:33][N:32]=1. The catalyst class is: 76. Product: [Cl:24][C:25]1[CH:30]=[CH:29][CH:28]=[CH:27][C:26]=1[C:31]1[C:35]([C:36]([NH:1][CH2:2][CH2:3][CH2:4][CH2:5][N:6]2[CH2:7][CH2:8][CH:9]([C:12]3[CH:17]=[CH:16][CH:15]=[C:14]([NH:18][C:19](=[O:23])[CH:20]([CH3:21])[CH3:22])[CH:13]=3)[CH2:10][CH2:11]2)=[O:37])=[C:34]([CH3:39])[O:33][N:32]=1. (9) Reactant: [C:1](#[N:4])[CH:2]=[CH2:3].[CH2:5]([N:12]1[CH2:17][CH2:16][NH:15][CH2:14][CH2:13]1)[C:6]1[CH:11]=[CH:10][CH:9]=[CH:8][CH:7]=1. The catalyst class is: 48. Product: [CH2:5]([N:12]1[CH2:17][CH2:16][N:15]([CH2:3][CH2:2][C:1]#[N:4])[CH2:14][CH2:13]1)[C:6]1[CH:7]=[CH:8][CH:9]=[CH:10][CH:11]=1. (10) The catalyst class is: 5. Reactant: [CH:1]1([NH:7][C:8]2[CH:17]=[C:16]3[C:11]([C:12](=[O:28])[C:13]([CH:23]([OH:27])[C:24]([OH:26])=[O:25])=[CH:14][N:15]3[CH:18]3[CH2:22][CH2:21][CH2:20][CH2:19]3)=[CH:10][C:9]=2[F:29])[CH2:6][CH2:5][CH2:4][CH2:3][CH2:2]1.S(=O)(=O)(O)O.[C:35](=O)([O-])O.[Na+]. Product: [CH3:35][O:25][C:24](=[O:26])[CH:23]([C:13]1[C:12](=[O:28])[C:11]2[C:16](=[CH:17][C:8]([NH:7][CH:1]3[CH2:2][CH2:3][CH2:4][CH2:5][CH2:6]3)=[C:9]([F:29])[CH:10]=2)[N:15]([CH:18]2[CH2:22][CH2:21][CH2:20][CH2:19]2)[CH:14]=1)[OH:27].